This data is from Full USPTO retrosynthesis dataset with 1.9M reactions from patents (1976-2016). The task is: Predict the reactants needed to synthesize the given product. (1) Given the product [C:1]([O:5][C:6]([N:8]1[CH2:12][CH2:11][C:10]([CH3:38])([NH:13][C:14]2[CH:15]=[C:16]3[C:25](=[CH:26][CH:27]=2)[O:24][CH2:23][C:22]2[N:17]3[CH:18]([CH3:37])[C:19](=[O:36])[NH:20][N:21]=2)[CH2:9]1)=[O:7])([CH3:4])([CH3:2])[CH3:3], predict the reactants needed to synthesize it. The reactants are: [C:1]([O:5][C:6]([N:8]1[CH2:12][CH2:11][C:10]([CH3:38])([NH:13][C:14]2[CH:15]=[C:16]3[C:25](=[CH:26][CH:27]=2)[O:24][CH2:23][C:22]2[N:17]3[CH:18]([CH3:37])[C:19](=[O:36])[N:20](COCC[Si](C)(C)C)[N:21]=2)[CH2:9]1)=[O:7])([CH3:4])([CH3:3])[CH3:2].C(OC(N1CCC(N)(C)C1)=O)(C)(C)C.CCCC[N+](CCCC)(CCCC)CCCC.[F-]. (2) Given the product [N:1]1([C:7]([O:9][C@@H:10]([CH3:11])/[CH:12]=[CH:13]\[C:14]([NH:16][C@@H:17]2[CH2:22][C@H:21]([CH3:23])[C@H:20]([CH2:24]/[CH:25]=[C:26](\[CH3:29])/[CH:27]=[CH:28]/[C@H:33]3[O:40][C:39]([CH3:41])([CH3:42])[CH2:38][C@:35]4([O:37][CH2:36]4)[C@@H:34]3[OH:43])[O:19][C@@H:18]2[CH3:30])=[O:15])=[O:8])[CH2:2][CH2:3][O:4][CH2:5][CH2:6]1, predict the reactants needed to synthesize it. The reactants are: [N:1]1([C:7]([O:9][C@H:10](/[CH:12]=[CH:13]\[C:14]([NH:16][C@@H:17]2[CH2:22][C@H:21]([CH3:23])[C@H:20]([CH2:24]/[CH:25]=[C:26](\[CH3:29])/[CH:27]=[CH2:28])[O:19][C@@H:18]2[CH3:30])=[O:15])[CH3:11])=[O:8])[CH2:6][CH2:5][O:4][CH2:3][CH2:2]1.C([C@H:33]1[O:40][C:39]([CH3:42])([CH3:41])[CH2:38][C@:35]2([O:37][CH2:36]2)[C@@H:34]1[OH:43])=C.C1(=O)C=CC(=O)C=C1. (3) Given the product [F:1][C:2]1[CH:3]=[CH:4][C:5]([C:8]2[CH:9]=[CH:10][C:11]([N:14]3[CH2:15][CH2:16][CH:17]([CH2:20][CH2:21][NH2:22])[CH2:18][CH2:19]3)=[N:12][CH:13]=2)=[CH:6][CH:7]=1, predict the reactants needed to synthesize it. The reactants are: [F:1][C:2]1[CH:7]=[CH:6][C:5]([C:8]2[CH:9]=[CH:10][C:11]([N:14]3[CH2:19][CH2:18][CH:17]([CH2:20][CH2:21][N:22]4C(=O)C5C(=CC=CC=5)C4=O)[CH2:16][CH2:15]3)=[N:12][CH:13]=2)=[CH:4][CH:3]=1.O.NN. (4) Given the product [CH3:16][O:17][C:18]([C:20]12[CH2:29][CH:24]3[CH2:25][CH:26]([CH2:28][CH:22]([CH2:23]3)[CH2:21]1)[CH2:27]2)=[O:19], predict the reactants needed to synthesize it. The reactants are: C(OC(NCC(C)(C)C(O)=O)=O)(C)(C)C.[CH3:16][O:17][C:18]([C:20]12[CH2:29][CH:24]3[CH2:25][CH:26]([CH2:28][CH:22]([CH:23]3N)[CH2:21]1)[CH2:27]2)=[O:19].CCN=C=NCCCN(C)C.C1C=CC2N(O)N=NC=2C=1. (5) Given the product [CH3:44][S:45]([O:31][CH2:30][C:4]1[C:3]([CH2:1][CH3:2])=[N:8][C:7]([CH2:9][C:10]([CH3:11])([CH3:12])[CH3:13])=[C:6]([CH2:14][NH:15][C:16]([O:17][C:18]([CH3:21])([CH3:20])[CH3:19])=[O:22])[C:5]=1[C:23]1[CH:24]=[CH:25][C:26]([CH3:29])=[CH:27][CH:28]=1)(=[O:47])=[O:46], predict the reactants needed to synthesize it. The reactants are: [CH2:1]([C:3]1[N:8]=[C:7]([CH2:9][C:10]([CH3:13])([CH3:12])[CH3:11])[C:6]([CH2:14][NH:15][C:16](=[O:22])[O:17][C:18]([CH3:21])([CH3:20])[CH3:19])=[C:5]([C:23]2[CH:28]=[CH:27][C:26]([CH3:29])=[CH:25][CH:24]=2)[C:4]=1[CH2:30][OH:31])[CH3:2].C(N(CC)CC)C.O1CCCC1.[CH3:44][S:45](Cl)(=[O:47])=[O:46]. (6) Given the product [C:1]([O:4][CH2:5][O:6][C:7](=[O:35])[N:8]([C:32](=[O:34])[CH3:33])[C:9]1[CH:14]=[CH:13][CH:12]=[C:11]([C:15]2[CH:24]=[N:23][C:22]3[C:21]([N:25]4[CH2:30][CH2:29][O:28][CH2:27][CH2:26]4)=[N:20][C:19]([C:44]4[CH:45]=[N:46][C:47]([NH2:50])=[N:48][CH:49]=4)=[N:18][C:17]=3[CH:16]=2)[CH:10]=1)(=[O:3])[CH3:2], predict the reactants needed to synthesize it. The reactants are: [C:1]([O:4][CH2:5][O:6][C:7](=[O:35])[N:8]([C:32](=[O:34])[CH3:33])[C:9]1[CH:14]=[CH:13][CH:12]=[C:11]([C:15]2[CH:24]=[N:23][C:22]3[C:21]([N:25]4[CH2:30][CH2:29][O:28][CH2:27][CH2:26]4)=[N:20][C:19](Cl)=[N:18][C:17]=3[CH:16]=2)[CH:10]=1)(=[O:3])[CH3:2].CC1(C)C(C)(C)OB([C:44]2[CH:45]=[N:46][C:47]([NH2:50])=[N:48][CH:49]=2)O1.[O-]P([O-])([O-])=O.[K+].[K+].[K+].O1CCOCC1. (7) Given the product [C:1]([C:3]1[CH:8]=[CH:7][C:6]([N:9]2[CH2:14][CH2:13][CH2:12][C@H:11]([NH:15][C@@H:16]3[CH2:21][CH2:20][CH2:19][CH2:18][C@H:17]3[NH:22][C:23](=[O:35])[O:37][CH2:38][C:39]3[CH:44]=[CH:43][C:42]([O:45][CH3:46])=[CH:41][CH:40]=3)[CH2:10]2)=[CH:5][CH:4]=1)#[N:2], predict the reactants needed to synthesize it. The reactants are: [C:1]([C:3]1[CH:8]=[CH:7][C:6]([N:9]2[CH2:14][CH2:13][CH2:12][C@H:11]([NH:15][C@@H:16]3[CH2:21][CH2:20][CH2:19][CH2:18][C@H:17]3[NH:22][C:23](=[O:35])CC3C4C(=CC=CC=4)N(C)C=3)[CH2:10]2)=[CH:5][CH:4]=1)#[N:2].C(Cl)(=O)[O:37][CH2:38][C:39]1[CH:44]=[CH:43][C:42]([O:45][CH3:46])=[CH:41][CH:40]=1.